This data is from Peptide-MHC class II binding affinity with 134,281 pairs from IEDB. The task is: Regression. Given a peptide amino acid sequence and an MHC pseudo amino acid sequence, predict their binding affinity value. This is MHC class II binding data. The peptide sequence is MFLGGVKPTHISYIM. The MHC is DRB3_0202 with pseudo-sequence DRB3_0202. The binding affinity (normalized) is 0.